Dataset: Plasma protein binding rate (PPBR) regression data from AstraZeneca. Task: Regression/Classification. Given a drug SMILES string, predict its absorption, distribution, metabolism, or excretion properties. Task type varies by dataset: regression for continuous measurements (e.g., permeability, clearance, half-life) or binary classification for categorical outcomes (e.g., BBB penetration, CYP inhibition). For this dataset (ppbr_az), we predict Y. (1) The molecule is CCNC(=O)c1cc2c(-n3ccc(C(F)(F)F)n3)c(-c3cncc(C(=O)O)c3)cnc2[nH]1. The Y is 88.3 %. (2) The drug is COc1ccc(C[C@@H](C)NC[C@H](O)c2ccc(O)c(NC=O)c2)cc1. The Y is 31.9 %.